This data is from Full USPTO retrosynthesis dataset with 1.9M reactions from patents (1976-2016). The task is: Predict the reactants needed to synthesize the given product. (1) Given the product [NH2:1][C:2]1[CH:3]=[C:4]([CH:8]=[C:9]([N+:11]([O-:13])=[O:12])[CH:10]=1)[C:5]([O:7][CH2:19][CH3:20])=[O:6], predict the reactants needed to synthesize it. The reactants are: [NH2:1][C:2]1[CH:3]=[C:4]([CH:8]=[C:9]([N+:11]([O-:13])=[O:12])[CH:10]=1)[C:5]([OH:7])=[O:6].S(=O)(=O)(O)O.[CH2:19](O)[CH3:20]. (2) Given the product [C:1]([N:5]([CH2:13][CH2:14][C:15]([CH3:20])([CH3:19])[CH2:16][C:17]#[CH:18])[C:6](=[O:12])[C:7]([OH:9])=[O:8])([CH3:4])([CH3:3])[CH3:2], predict the reactants needed to synthesize it. The reactants are: [C:1]([N:5]([CH2:13][CH2:14][C:15]([CH3:20])([CH3:19])[CH2:16][C:17]#[CH:18])[C:6](=[O:12])[C:7]([O:9]CC)=[O:8])([CH3:4])([CH3:3])[CH3:2].[OH-].[K+].O1CCOCC1.